Dataset: Catalyst prediction with 721,799 reactions and 888 catalyst types from USPTO. Task: Predict which catalyst facilitates the given reaction. (1) Reactant: S(C1C=CC(C)=CC=1)([O-])(=O)=O.[CH3:12][C:13]1[S:14][C:15]2[CH:22]=[C:21](S(O)(=O)=O)[CH:20]=[CH:19][C:16]=2[N+:17]=1[CH3:18].Cl[C:28](=[O:36])[CH2:29][CH2:30][CH2:31][C:32]([O:34][CH3:35])=[O:33]. Product: [CH3:35][O:34][C:32]([CH2:31][CH2:30][CH2:29][C:28](=[O:36])[CH:12]=[C:13]1[N:17]([CH3:18])[C:16]2[CH:19]=[CH:20][CH:21]=[CH:22][C:15]=2[S:14]1)=[O:33]. The catalyst class is: 17. (2) Reactant: [CH3:1][C:2]1[N:3]=[C:4]2[CH:9]=[CH:8][C:7]([NH:10][C:11]([C:13]3[CH:14]=[CH:15][C:16]([C:19]4[CH2:24][CH2:23][N:22]([C:25]([O:27][C:28]([CH3:31])([CH3:30])[CH3:29])=[O:26])[CH2:21][CH:20]=4)=[N:17][CH:18]=3)=[O:12])=[CH:6][N:5]2[CH:32]=1. Product: [CH3:1][C:2]1[N:3]=[C:4]2[CH:9]=[CH:8][C:7]([NH:10][C:11]([C:13]3[CH:14]=[CH:15][C:16]([CH:19]4[CH2:20][CH2:21][N:22]([C:25]([O:27][C:28]([CH3:30])([CH3:29])[CH3:31])=[O:26])[CH2:23][CH2:24]4)=[N:17][CH:18]=3)=[O:12])=[CH:6][N:5]2[CH:32]=1. The catalyst class is: 541.